This data is from NCI-60 drug combinations with 297,098 pairs across 59 cell lines. The task is: Regression. Given two drug SMILES strings and cell line genomic features, predict the synergy score measuring deviation from expected non-interaction effect. (1) Drug 1: CCCS(=O)(=O)NC1=C(C(=C(C=C1)F)C(=O)C2=CNC3=C2C=C(C=N3)C4=CC=C(C=C4)Cl)F. Drug 2: CC1CCC2CC(C(=CC=CC=CC(CC(C(=O)C(C(C(=CC(C(=O)CC(OC(=O)C3CCCCN3C(=O)C(=O)C1(O2)O)C(C)CC4CCC(C(C4)OC)O)C)C)O)OC)C)C)C)OC. Cell line: HT29. Synergy scores: CSS=57.0, Synergy_ZIP=-0.509, Synergy_Bliss=2.28, Synergy_Loewe=6.72, Synergy_HSA=8.51. (2) Drug 1: CN1C(=O)N2C=NC(=C2N=N1)C(=O)N. Drug 2: N.N.Cl[Pt+2]Cl. Cell line: SF-268. Synergy scores: CSS=55.5, Synergy_ZIP=-2.75, Synergy_Bliss=-3.44, Synergy_Loewe=-24.9, Synergy_HSA=-2.46. (3) Drug 1: C1=NC2=C(N1)C(=S)N=CN2. Drug 2: C1CNP(=O)(OC1)N(CCCl)CCCl. Cell line: OVCAR-8. Synergy scores: CSS=36.7, Synergy_ZIP=3.47, Synergy_Bliss=3.27, Synergy_Loewe=-60.2, Synergy_HSA=2.03. (4) Drug 1: CN(C)C1=NC(=NC(=N1)N(C)C)N(C)C. Drug 2: CC1=C(C=C(C=C1)NC(=O)C2=CC=C(C=C2)CN3CCN(CC3)C)NC4=NC=CC(=N4)C5=CN=CC=C5. Cell line: HOP-62. Synergy scores: CSS=6.01, Synergy_ZIP=1.88, Synergy_Bliss=4.87, Synergy_Loewe=-43.9, Synergy_HSA=0.140.